This data is from Forward reaction prediction with 1.9M reactions from USPTO patents (1976-2016). The task is: Predict the product of the given reaction. The product is: [CH3:11][C:12]([OH:17])([CH2:13][CH2:14][O:15][CH2:2][CH2:3][O:4][CH:5]1[CH2:10][CH2:9][CH2:8][CH2:7][O:6]1)[CH3:16]. Given the reactants Br[CH2:2][CH2:3][O:4][CH:5]1[CH2:10][CH2:9][CH2:8][CH2:7][O:6]1.[CH3:11][C:12]([OH:17])([CH3:16])[CH2:13][CH2:14][OH:15].[OH-].[Na+].O, predict the reaction product.